Dataset: Forward reaction prediction with 1.9M reactions from USPTO patents (1976-2016). Task: Predict the product of the given reaction. (1) Given the reactants CCN=C=NCCCN(C)C.[F:12][C:13]1[CH:14]=[C:15]([C@@H:20]([C:45]2[CH:50]=[CH:49][C:48]([S:51]([CH3:54])(=[O:53])=[O:52])=[CH:47][CH:46]=2)[CH2:21][CH2:22][N:23]2[CH2:28][CH2:27][CH:26]([CH2:29][CH2:30][S:31]([C:34]3[CH:44]=[CH:43][C:37]([O:38][CH2:39][C:40](O)=[O:41])=[CH:36][CH:35]=3)(=[O:33])=[O:32])[CH2:25][CH2:24]2)[CH:16]=[C:17]([F:19])[CH:18]=1.[CH3:55][S:56]([NH2:59])(=[O:58])=[O:57], predict the reaction product. The product is: [F:19][C:17]1[CH:16]=[C:15]([C@@H:20]([C:45]2[CH:50]=[CH:49][C:48]([S:51]([CH3:54])(=[O:53])=[O:52])=[CH:47][CH:46]=2)[CH2:21][CH2:22][N:23]2[CH2:28][CH2:27][CH:26]([CH2:29][CH2:30][S:31]([C:34]3[CH:44]=[CH:43][C:37]([O:38][CH2:39][C:40]([NH:59][S:56]([CH3:55])(=[O:58])=[O:57])=[O:41])=[CH:36][CH:35]=3)(=[O:33])=[O:32])[CH2:25][CH2:24]2)[CH:14]=[C:13]([F:12])[CH:18]=1. (2) Given the reactants [CH3:1][O:2][C:3]1[C:8]([NH2:9])=[CH:7][C:6]([B:10]2[O:14][C:13]([CH3:16])([CH3:15])[C:12]([CH3:18])([CH3:17])[O:11]2)=[CH:5][N:4]=1.[F:19][C:20]1[CH:25]=[C:24]([F:26])[CH:23]=[CH:22][C:21]=1[S:27](Cl)(=[O:29])=[O:28].Cl.ClCCl, predict the reaction product. The product is: [F:19][C:20]1[CH:25]=[C:24]([F:26])[CH:23]=[CH:22][C:21]=1[S:27]([NH:9][C:8]1[C:3]([O:2][CH3:1])=[N:4][CH:5]=[C:6]([B:10]2[O:14][C:13]([CH3:16])([CH3:15])[C:12]([CH3:18])([CH3:17])[O:11]2)[CH:7]=1)(=[O:29])=[O:28].